From a dataset of Full USPTO retrosynthesis dataset with 1.9M reactions from patents (1976-2016). Predict the reactants needed to synthesize the given product. Given the product [CH2:1]([O:8][CH2:9][C@@H:10]1[CH2:14][CH2:13][S:12](=[O:16])(=[O:15])[N:11]1[C:18]1[CH:19]=[C:20]([F:41])[C:21]([C:25]([N:27]2[CH2:32][CH2:31][N:30]([C:33]3[C:38]([CH3:39])=[CH:37][C:36]([CH3:40])=[CH:35][N:34]=3)[CH2:29][CH2:28]2)=[O:26])=[C:22]([F:24])[CH:23]=1)[C:2]1[CH:3]=[CH:4][CH:5]=[CH:6][CH:7]=1, predict the reactants needed to synthesize it. The reactants are: [CH2:1]([O:8][CH2:9][C@@H:10]1[CH2:14][CH2:13][S:12](=[O:16])(=[O:15])[NH:11]1)[C:2]1[CH:7]=[CH:6][CH:5]=[CH:4][CH:3]=1.Br[C:18]1[CH:23]=[C:22]([F:24])[C:21]([C:25]([N:27]2[CH2:32][CH2:31][N:30]([C:33]3[C:38]([CH3:39])=[CH:37][C:36]([CH3:40])=[CH:35][N:34]=3)[CH2:29][CH2:28]2)=[O:26])=[C:20]([F:41])[CH:19]=1.